Task: Predict the product of the given reaction.. Dataset: Forward reaction prediction with 1.9M reactions from USPTO patents (1976-2016) (1) Given the reactants [C:1]([NH:5][C:6]([C:8]1[C:12]2=[N:13][C:14]([C:17]3[N:18]=[CH:19][N:20]4[CH:25]=[C:24]([Cl:26])[CH:23]=[CH:22][C:21]=34)=[CH:15][N:16]=[C:11]2[N:10](COCC[Si](C)(C)C)[CH:9]=1)=[O:7])([CH3:4])([CH3:3])[CH3:2].FC(F)(F)C(O)=O, predict the reaction product. The product is: [C:1]([NH:5][C:6]([C:8]1[C:12]2=[N:13][C:14]([C:17]3[N:18]=[CH:19][N:20]4[CH:25]=[C:24]([Cl:26])[CH:23]=[CH:22][C:21]=34)=[CH:15][N:16]=[C:11]2[NH:10][CH:9]=1)=[O:7])([CH3:4])([CH3:2])[CH3:3]. (2) Given the reactants [C:1]1([C:7]2[NH:8][C:9]3[CH:15]=[CH:14][CH:13]=[CH:12][C:10]=3[N:11]=2)[CH:6]=[CH:5][CH:4]=[CH:3][CH:2]=1.C(=O)([O-])[O-].[K+].[K+].[CH2:22](Cl)[C:23]1[CH:28]=[CH:27][CH:26]=[CH:25][CH:24]=1, predict the reaction product. The product is: [CH2:22]([N:11]1[C:10]2[CH:12]=[CH:13][CH:14]=[CH:15][C:9]=2[N:8]=[C:7]1[C:1]1[CH:2]=[CH:3][CH:4]=[CH:5][CH:6]=1)[C:23]1[CH:28]=[CH:27][CH:26]=[CH:25][CH:24]=1. (3) The product is: [C:13]([O:17][C:18](=[O:19])[NH:20][C@@H:21]([CH3:22])[C:23]([C:3]1[CH:8]=[CH:7][C:6]([CH2:9][CH3:10])=[CH:5][CH:4]=1)=[O:24])([CH3:16])([CH3:14])[CH3:15]. Given the reactants [Mg].Br[C:3]1[CH:8]=[CH:7][C:6]([CH2:9][CH3:10])=[CH:5][CH:4]=1.II.[C:13]([O:17][C:18]([NH:20][C@H:21]([C:23](N(OC)C)=[O:24])[CH3:22])=[O:19])([CH3:16])([CH3:15])[CH3:14], predict the reaction product. (4) Given the reactants [C:1]([O:5][C:6](=[O:51])[CH2:7][CH:8]1[CH2:13][CH:12]([CH:14]=[CH:15][C:16]2[N:17]([CH:46]([CH3:48])[CH3:47])[C:18]([C:34](=[O:45])[NH:35][CH2:36][C:37]3[CH:42]=[CH:41][C:40]([CH2:43][OH:44])=[CH:39][CH:38]=3)=[C:19]([C:28]3[CH:33]=[CH:32][CH:31]=[CH:30][CH:29]=3)[C:20]=2[C:21]2[CH:26]=[CH:25][C:24]([F:27])=[CH:23][CH:22]=2)[O:11][C:10]([CH3:50])([CH3:49])[O:9]1)([CH3:4])([CH3:3])[CH3:2].C(N)CCC, predict the reaction product. The product is: [C:1]([O:5][C:6](=[O:51])[CH2:7][CH:8]1[CH2:13][CH:12]([CH2:14][CH2:15][C:16]2[N:17]([CH:46]([CH3:47])[CH3:48])[C:18]([C:34](=[O:45])[NH:35][CH2:36][C:37]3[CH:42]=[CH:41][C:40]([CH2:43][OH:44])=[CH:39][CH:38]=3)=[C:19]([C:28]3[CH:33]=[CH:32][CH:31]=[CH:30][CH:29]=3)[C:20]=2[C:21]2[CH:26]=[CH:25][C:24]([F:27])=[CH:23][CH:22]=2)[O:11][C:10]([CH3:49])([CH3:50])[O:9]1)([CH3:4])([CH3:2])[CH3:3]. (5) The product is: [O:1]1[CH:5]=[CH:4][CH:3]=[C:2]1[C:6]1[CH:30]=[CH:29][C:9]2[C:10]3[CH:16]=[C:15]([S:17]([NH:20][C@H:21]([CH:26]([CH3:27])[CH3:28])[C:22]([OH:24])=[O:23])(=[O:18])=[O:19])[CH:14]=[CH:13][C:11]=3[S:12][C:8]=2[CH:7]=1. Given the reactants [O:1]1[CH:5]=[CH:4][CH:3]=[C:2]1[C:6]1[CH:30]=[CH:29][C:9]2[C:10]3[CH:16]=[C:15]([S:17]([NH:20][C@H:21]([CH:26]([CH3:28])[CH3:27])[C:22]([O:24]C)=[O:23])(=[O:19])=[O:18])[CH:14]=[CH:13][C:11]=3[S:12][C:8]=2[CH:7]=1.[Li+].[OH-].O, predict the reaction product. (6) Given the reactants [CH2:1]([CH:3]([N:6]1[CH2:11][CH2:10][N:9]2[CH:12]=[CH:13][CH:14]=[C:8]2[C:7]1=[O:15])[CH2:4][CH3:5])[CH3:2].[Br:16]N1C(=O)CCC1=O, predict the reaction product. The product is: [Br:16][C:12]1[N:9]2[CH2:10][CH2:11][N:6]([CH:3]([CH2:4][CH3:5])[CH2:1][CH3:2])[C:7](=[O:15])[C:8]2=[CH:14][CH:13]=1.